Dataset: Forward reaction prediction with 1.9M reactions from USPTO patents (1976-2016). Task: Predict the product of the given reaction. (1) Given the reactants C[C@@H](O)[C@H](NC([C@@H](N[C:55]([C@@H:57]([NH:62][C:55]([C@@H:57]([NH2:62])[CH2:58][C:59]([OH:61])=[O:60])=[O:56])[CH2:58][C:59]([OH:61])=[O:60])=[O:56])C)=O)C(N[C@H](C(N[C@H](C(N[C@H](C(N[C@H](C(O)=O)[C@H](O)C)=O)CC1C=CC=CC=1)=O)[C@H](O)C)=O)CCCCN)=O.[Na+].[Cl-].[OH2:66], predict the reaction product. The product is: [NH2:62][C@H:57]([C:55]([OH:66])=[O:56])[CH2:58][C:59]([OH:61])=[O:60]. (2) Given the reactants C([O:3][C:4](=[O:40])[CH2:5][CH2:6][NH:7][C:8](=[O:39])[C:9]1[CH:14]=[C:13]([Cl:15])[C:12]([O:16][C:17]2[CH:22]=[CH:21][N:20]=[CH:19][C:18]=2[C:23]([N:25]2[C:34]3[C:29](=[CH:30][CH:31]=[CH:32][CH:33]=3)[N:28]([CH:35]3[CH2:37][CH2:36]3)[CH2:27][CH2:26]2)=[O:24])=[CH:11][C:10]=1[Cl:38])C.O.O.[OH-].[Li+], predict the reaction product. The product is: [Cl:38][C:10]1[CH:11]=[C:12]([O:16][C:17]2[CH:22]=[CH:21][N:20]=[CH:19][C:18]=2[C:23]([N:25]2[C:34]3[C:29](=[CH:30][CH:31]=[CH:32][CH:33]=3)[N:28]([CH:35]3[CH2:37][CH2:36]3)[CH2:27][CH2:26]2)=[O:24])[C:13]([Cl:15])=[CH:14][C:9]=1[C:8]([NH:7][CH2:6][CH2:5][C:4]([OH:40])=[O:3])=[O:39]. (3) Given the reactants [C:1]([Si:5]([O:8][C:9]1[CH:14]=[CH:13][C:12]([CH:15]2[CH2:20][CH2:19][C:18]([C:21]3[CH:26]=[CH:25][C:24]([O:27][CH2:28][O:29][CH3:30])=[CH:23][C:22]=3[O:31][CH2:32][O:33][CH3:34])=[CH:17][CH2:16]2)=[CH:11][CH:10]=1)([CH3:7])[CH3:6])([CH3:4])([CH3:3])[CH3:2], predict the reaction product. The product is: [C:1]([Si:5]([O:8][C:9]1[CH:10]=[CH:11][C:12]([CH:15]2[CH2:16][CH2:17][CH:18]([C:21]3[CH:26]=[CH:25][C:24]([O:27][CH2:28][O:29][CH3:30])=[CH:23][C:22]=3[O:31][CH2:32][O:33][CH3:34])[CH2:19][CH2:20]2)=[CH:13][CH:14]=1)([CH3:7])[CH3:6])([CH3:4])([CH3:3])[CH3:2]. (4) Given the reactants [CH:1]1([CH2:4][N:5]([C:15]2[CH:20]=[CH:19][CH:18]=[CH:17][C:16]=2[C:21](=[O:26])C(F)(F)F)[S:6]([C:9]2[CH:14]=[CH:13][CH:12]=[CH:11][CH:10]=2)(=[O:8])=[O:7])[CH2:3][CH2:2]1.BrC1C=CC=CC=1N(CC1CC1)[S:35]([C:38]1[CH:43]=[CH:42][CH:41]=[CH:40][CH:39]=1)(=[O:37])=[O:36].[C:48]([Li])(C)(C)[CH3:49].[F:53][C:54]([F:64])([F:63])[C:55]([F:62])([F:61])C(OCC)=O.[CH2:65]1COCC1, predict the reaction product. The product is: [CH:1]1([CH2:4][N:5]([C:15]2[CH:20]=[CH:19][CH:18]=[CH:17][C:16]=2[C:21]([OH:26])([C:55]([F:62])([F:61])[C:54]([F:64])([F:63])[F:53])[C:48]#[C:49][C:41]2[CH:40]=[CH:39][C:38]([S:35]([CH3:65])(=[O:36])=[O:37])=[CH:43][CH:42]=2)[S:6]([C:9]2[CH:14]=[CH:13][CH:12]=[CH:11][CH:10]=2)(=[O:8])=[O:7])[CH2:3][CH2:2]1. (5) Given the reactants S(Cl)([Cl:4])(=O)=O.[Br:6][C:7]1[CH:8]=[CH:9][C:10]2[S:14][C:13](S)=[N:12][C:11]=2[CH:16]=1, predict the reaction product. The product is: [Br:6][C:7]1[CH:8]=[CH:9][C:10]2[S:14][C:13]([Cl:4])=[N:12][C:11]=2[CH:16]=1.